The task is: Predict which catalyst facilitates the given reaction.. This data is from Catalyst prediction with 721,799 reactions and 888 catalyst types from USPTO. (1) The catalyst class is: 6. Reactant: [CH3:1][C:2]1[CH:14]=[CH:13][C:12]2[N:11]([CH2:15][CH:16](OS(C)(=O)=O)[C:17]3[CH:22]=[N:21][CH:20]=[CH:19][N:18]=3)[C:10]3[CH2:9][CH2:8][N:7]4[CH2:28][CH2:29][CH2:30][CH:6]4[C:5]=3[C:4]=2[CH:3]=1.[CH3:31][NH:32][CH3:33]. Product: [CH3:31][N:32]([CH3:33])[CH:16]([C:17]1[CH:22]=[N:21][CH:20]=[CH:19][N:18]=1)[CH2:15][N:11]1[C:10]2[CH2:9][CH2:8][N:7]3[CH2:28][CH2:29][CH2:30][CH:6]3[C:5]=2[C:4]2[CH:3]=[C:2]([CH3:1])[CH:14]=[CH:13][C:12]1=2. (2) Reactant: [Cl:1][C:2]1[CH:21]=[C:20]([Cl:22])[CH:19]=[CH:18][C:3]=1[O:4][CH2:5][C:6]([NH:8][C:9]1[CH:10]=[C:11]([CH:15]=[CH:16][N:17]=1)[C:12]([OH:14])=O)=[O:7].[CH3:23][NH:24][CH3:25].C(Cl)CCl.C1C=CC2N(O)N=NC=2C=1.CCN(C(C)C)C(C)C. Product: [Cl:1][C:2]1[CH:21]=[C:20]([Cl:22])[CH:19]=[CH:18][C:3]=1[O:4][CH2:5][C:6]([NH:8][C:9]1[CH:10]=[C:11]([CH:15]=[CH:16][N:17]=1)[C:12]([N:24]([CH3:25])[CH3:23])=[O:14])=[O:7]. The catalyst class is: 3. (3) Reactant: [Cl:1][C:2]1[CH:3]=[C:4]([N:9]=[C:10]=[O:11])[CH:5]=[C:6]([Cl:8])[CH:7]=1.C([O:14][C:15]([CH:17]1[NH:22][CH2:21][CH2:20][N:19]([C:23]([O:25][C:26]([CH3:29])([CH3:28])[CH3:27])=[O:24])[CH2:18]1)=O)C.C(=O)([O-])[O-].[K+].[K+]. Product: [C:26]([O:25][C:23]([N:19]1[CH2:20][CH2:21][N:22]2[C:10](=[O:11])[N:9]([C:4]3[CH:3]=[C:2]([Cl:1])[CH:7]=[C:6]([Cl:8])[CH:5]=3)[C:15](=[O:14])[CH:17]2[CH2:18]1)=[O:24])([CH3:29])([CH3:28])[CH3:27]. The catalyst class is: 2. (4) Reactant: [OH-].[K+].[Br:3][C:4]1[C:13]2[CH2:12][C@@H:11]([N:14]([CH3:16])[CH3:15])[CH2:10][CH2:9][C:8]=2[C:7]([N:17](S(C2C=CC=CC=2)(=O)=O)[S:18]([C:21]2[CH:26]=[CH:25][CH:24]=[CH:23][CH:22]=2)(=[O:20])=[O:19])=[CH:6][CH:5]=1.Cl.C([O-])(O)=O.[Na+]. Product: [Br:3][C:4]1[C:13]2[CH2:12][C@@H:11]([N:14]([CH3:16])[CH3:15])[CH2:10][CH2:9][C:8]=2[C:7]([NH:17][S:18]([C:21]2[CH:22]=[CH:23][CH:24]=[CH:25][CH:26]=2)(=[O:20])=[O:19])=[CH:6][CH:5]=1. The catalyst class is: 5. (5) Reactant: [BH4-].[Na+].[NH2:3][C:4]1[C:9]([C:10](=[O:16])[C:11]([N:13]([CH3:15])[CH3:14])=[O:12])=[CH:8][C:7]([Br:17])=[CH:6][N:5]=1. Product: [NH2:3][C:4]1[C:9]([CH:10]([OH:16])[C:11]([N:13]([CH3:14])[CH3:15])=[O:12])=[CH:8][C:7]([Br:17])=[CH:6][N:5]=1. The catalyst class is: 5.